Predict the product of the given reaction. From a dataset of Forward reaction prediction with 1.9M reactions from USPTO patents (1976-2016). The product is: [CH:10]([O:9][CH2:8][CH2:7][CH2:14][CH2:15][OH:16])=[CH2:11].[CH:1]([O:3][CH2:4][CH2:5][O:6][CH2:7][CH2:8][O:9][CH2:10][CH3:11])=[CH2:2]. Given the reactants [CH:1]([O:3][CH2:4][CH2:5][O:6][CH2:7][CH2:8][O:9][CH2:10][CH3:11])=[CH2:2].N(C(C)(C)C(OC)=O)=N[C:14](C)(C)[C:15](OC)=[O:16], predict the reaction product.